From a dataset of Reaction yield outcomes from USPTO patents with 853,638 reactions. Predict the reaction yield, written as a fraction of the theoretical maximum amount of product (1.0 means a 100% yield; for example, 0.34 means a 34% yield). (1) The reactants are [NH2:1][C:2]1[CH:3]=[C:4]([C:8]2[C:16]3[C:11](=[CH:12][CH:13]=[C:14]([C:17]([NH2:19])=[O:18])[CH:15]=3)[N:10](C3CCCCO3)[N:9]=2)[CH:5]=[CH:6][CH:7]=1.[C:26](O)(=[O:35])[CH2:27][CH2:28][C:29]1[CH:34]=[CH:33][CH:32]=[CH:31][CH:30]=1.CCN=C=NCCCN(C)C. No catalyst specified. The product is [C:29]1([CH2:28][CH2:27][C:26]([NH:1][C:2]2[CH:3]=[C:4]([C:8]3[C:16]4[C:11](=[CH:12][CH:13]=[C:14]([C:17]([NH2:19])=[O:18])[CH:15]=4)[NH:10][N:9]=3)[CH:5]=[CH:6][CH:7]=2)=[O:35])[CH:34]=[CH:33][CH:32]=[CH:31][CH:30]=1. The yield is 0.130. (2) The reactants are [CH:1]([C:3]1[C:4]([CH3:24])=[CH:5][C:6]([CH3:23])=[C:7]([CH:22]=1)[C:8]([N:10]1[CH2:13][CH:12]([C:14]2[CH:21]=[CH:20][C:17]([C:18]#[N:19])=[CH:16][CH:15]=2)[CH2:11]1)=[O:9])=O.[O:25]1[CH2:30][CH2:29][N:28]([C:31]2[N:36]=[CH:35][C:34]([NH2:37])=[C:33]([NH2:38])[CH:32]=2)[CH2:27][CH2:26]1.C(=O)(O)[O-].[Na+]. The catalyst is C(O)C. The product is [CH3:23][C:6]1[CH:5]=[C:4]([CH3:24])[C:3]([C:1]2[NH:37][C:34]3[CH:35]=[N:36][C:31]([N:28]4[CH2:29][CH2:30][O:25][CH2:26][CH2:27]4)=[CH:32][C:33]=3[N:38]=2)=[CH:22][C:7]=1[C:8]([N:10]1[CH2:11][CH:12]([C:14]2[CH:21]=[CH:20][C:17]([C:18]#[N:19])=[CH:16][CH:15]=2)[CH2:13]1)=[O:9]. The yield is 0.380. (3) The reactants are [Cl:1][C:2]1[CH:7]=[CH:6][CH:5]=[CH:4][C:3]=1[C:8]1[N:13]=[C:12]([CH3:14])[C:11]([CH:15]([CH2:20][CH2:21][CH3:22])[C:16]([O:18]C)=[O:17])=[C:10]([C:23]2[CH:28]=[CH:27][C:26]([CH3:29])=[CH:25][CH:24]=2)[N:9]=1.[OH-].[Na+]. The catalyst is CO. The product is [Cl:1][C:2]1[CH:7]=[CH:6][CH:5]=[CH:4][C:3]=1[C:8]1[N:13]=[C:12]([CH3:14])[C:11]([CH:15]([CH2:20][CH2:21][CH3:22])[C:16]([OH:18])=[O:17])=[C:10]([C:23]2[CH:24]=[CH:25][C:26]([CH3:29])=[CH:27][CH:28]=2)[N:9]=1. The yield is 0.720. (4) The reactants are [CH2:1](OC1C(F)=CC(Br)=C2C=1C=CN2C)[C:2]1C=CC=C[CH:3]=1.[Br:21][C:22]1[CH:23]=[C:24]2[O:34][CH2:33][CH2:32][O:31][C:25]2=[C:26]2[C:30]=1[NH:29][CH:28]=[CH:27]2. No catalyst specified. The product is [Br:21][C:22]1[CH:23]=[C:24]2[O:34][CH2:33][CH2:32][O:31][C:25]2=[C:26]2[C:30]=1[N:29]([CH2:1][CH2:2][CH3:3])[CH:28]=[CH:27]2. The yield is 0.900. (5) The reactants are C(NC(C)C)(C)C.C([Li])CCC.[CH3:13][O:14][C:15](=[O:27])[CH2:16][C:17]1[CH:22]=[CH:21][C:20]([Cl:23])=[C:19]([N+:24]([O-:26])=[O:25])[CH:18]=1.I[CH2:29][CH:30]1[CH2:34][CH2:33][CH2:32][CH2:31]1. The catalyst is O1CCCC1.CN1CCCN(C)C1=O. The product is [CH3:13][O:14][C:15](=[O:27])[CH:16]([C:17]1[CH:22]=[CH:21][C:20]([Cl:23])=[C:19]([N+:24]([O-:26])=[O:25])[CH:18]=1)[CH2:29][CH:30]1[CH2:34][CH2:33][CH2:32][CH2:31]1. The yield is 0.320. (6) The reactants are [CH3:1][O:2][C:3]1[CH:4]=[C:5]([CH:11]=[CH:12][C:13]([C:15]2[CH:20]=[CH:19][CH:18]=[C:17]([OH:21])[CH:16]=2)=[O:14])[CH:6]=[CH:7][C:8]=1[O:9][CH3:10].CCOC(C)=O. The catalyst is [Pd].CC(C)=O. The product is [CH3:1][O:2][C:3]1[CH:4]=[C:5]([CH2:11][CH2:12][C:13]([C:15]2[CH:20]=[CH:19][CH:18]=[C:17]([OH:21])[CH:16]=2)=[O:14])[CH:6]=[CH:7][C:8]=1[O:9][CH3:10]. The yield is 0.780. (7) The reactants are CC([O-])(C)C.[K+].[OH:7][C:8]1[CH:16]=[CH:15][C:11]([CH2:12][C:13]#[N:14])=[CH:10][CH:9]=1.[C:17]1(=[O:23])[CH2:22][CH2:21][CH2:20][CH2:19][CH2:18]1.O. The catalyst is C1(C)C=CC=CC=1.C(O)(=O)C. The product is [C:13]([CH:12]([C:11]1[CH:15]=[CH:16][C:8]([OH:7])=[CH:9][CH:10]=1)[C:17]1([OH:23])[CH2:22][CH2:21][CH2:20][CH2:19][CH2:18]1)#[N:14]. The yield is 0.200. (8) The reactants are FC(F)(F)C(O)=O.[CH:8]([N:11]1[C:15]([C:16]2[N:25]=[C:24]3[N:18]([CH2:19][CH2:20][O:21][C:22]4[CH:29]=[C:28]([CH:30]5[CH2:35][CH2:34][NH:33][CH2:32][CH2:31]5)[CH:27]=[CH:26][C:23]=43)[CH:17]=2)=[N:14][CH:13]=[N:12]1)([CH3:10])[CH3:9].C(=O)([O-])[O-].[K+].[K+].Br[CH2:43][CH2:44][O:45][CH3:46]. The catalyst is CN(C=O)C.C(Cl)Cl. The product is [CH:8]([N:11]1[C:15]([C:16]2[N:25]=[C:24]3[C:23]4[CH:26]=[CH:27][C:28]([CH:30]5[CH2:35][CH2:34][N:33]([CH2:43][CH2:44][O:45][CH3:46])[CH2:32][CH2:31]5)=[CH:29][C:22]=4[O:21][CH2:20][CH2:19][N:18]3[CH:17]=2)=[N:14][CH:13]=[N:12]1)([CH3:10])[CH3:9]. The yield is 0.480. (9) The reactants are [OH:1]/[N:2]=[C:3](/[NH2:25])\[C:4]1[CH:9]=[CH:8][C:7]([CH3:10])=[C:6]([C:11]2[CH:19]=[C:18]3[C:14]([C:15]4([CH2:24][CH2:23][CH2:22][CH2:21]4)[C:16](=[O:20])[NH:17]3)=[CH:13][CH:12]=2)[CH:5]=1.[C:26](OC(=O)C)(=O)[CH3:27]. No catalyst specified. The product is [CH3:10][C:7]1[CH:8]=[CH:9][C:4]([C:3]2[N:25]=[C:26]([CH3:27])[O:1][N:2]=2)=[CH:5][C:6]=1[C:11]1[CH:19]=[C:18]2[C:14]([C:15]3([CH2:21][CH2:22][CH2:23][CH2:24]3)[C:16](=[O:20])[NH:17]2)=[CH:13][CH:12]=1. The yield is 0.320.